This data is from Peptide-MHC class II binding affinity with 134,281 pairs from IEDB. The task is: Regression. Given a peptide amino acid sequence and an MHC pseudo amino acid sequence, predict their binding affinity value. This is MHC class II binding data. (1) The peptide sequence is TMLLGMLMICSAA. The MHC is DRB1_1302 with pseudo-sequence DRB1_1302. The binding affinity (normalized) is 0.0441. (2) The binding affinity (normalized) is 0.940. The MHC is HLA-DPA10103-DPB10401 with pseudo-sequence HLA-DPA10103-DPB10401. The peptide sequence is CKKYFAATQFEPLAA. (3) The peptide sequence is TRKIMKVVNRWLFRH. The MHC is DRB1_1101 with pseudo-sequence DRB1_1101. The binding affinity (normalized) is 0.728. (4) The peptide sequence is SQDLELSWNLNGLQAY. The MHC is HLA-DQA10101-DQB10501 with pseudo-sequence HLA-DQA10101-DQB10501. The binding affinity (normalized) is 0.713. (5) The peptide sequence is EKKYFAATQWEPLAA. The MHC is DRB1_0701 with pseudo-sequence DRB1_0701. The binding affinity (normalized) is 0.706. (6) The peptide sequence is LNKMRAVWVDGKART. The MHC is DRB1_1602 with pseudo-sequence DRB1_1602. The binding affinity (normalized) is 0.304.